Task: Predict the product of the given reaction.. Dataset: Forward reaction prediction with 1.9M reactions from USPTO patents (1976-2016) (1) Given the reactants O=P12OP3(OP(OP(O3)(O1)=O)(=O)O2)=O.OP(O)(O)=O.[Cl:20][C:21]1[CH:41]=[CH:40][C:24]([O:25][C:26]2[CH:31]=[CH:30][CH:29]=[CH:28][C:27]=2[CH:32]2[C:36](=O)[CH2:35][N:34]([CH3:38])[C:33]2=[O:39])=[CH:23][CH:22]=1, predict the reaction product. The product is: [Cl:20][C:21]1[CH:41]=[CH:40][C:24]2[O:25][C:26]3[CH:31]=[CH:30][CH:29]=[CH:28][C:27]=3[C:32]3[C:33](=[O:39])[N:34]([CH3:38])[CH2:35][C:36]=3[C:23]=2[CH:22]=1. (2) Given the reactants [OH:1][C:2]1[CH:11]=[CH:10][CH:9]=[C:8]2[C:3]=1[CH2:4][CH2:5][CH2:6][C:7]2=[O:12].[OH-].[Na+].[CH2:15](I)[CH3:16], predict the reaction product. The product is: [CH2:15]([O:1][C:2]1[CH:11]=[CH:10][CH:9]=[C:8]2[C:3]=1[CH2:4][CH2:5][CH2:6][C:7]2=[O:12])[CH3:16]. (3) Given the reactants [CH3:1][O:2][C:3]1[CH:4]=[C:5]([CH:24]=[CH:25][C:26]=1[O:27][CH3:28])[CH2:6][NH:7][C:8]1[N:13]2[N:14]=[C:15]([C:17]3[O:18][CH:19]=[CH:20][CH:21]=3)[N:16]=[C:12]2[C:11]([CH:22]=O)=[CH:10][N:9]=1.[O:29]1[C:33]2([CH2:38][CH2:37][NH:36][CH2:35][CH2:34]2)[O:32][CH2:31][CH2:30]1.C(O[BH-](OC(=O)C)OC(=O)C)(=O)C.[Na+], predict the reaction product. The product is: [CH3:1][O:2][C:3]1[CH:4]=[C:5]([CH:24]=[CH:25][C:26]=1[O:27][CH3:28])[CH2:6][NH:7][C:8]1[N:13]2[N:14]=[C:15]([C:17]3[O:18][CH:19]=[CH:20][CH:21]=3)[N:16]=[C:12]2[C:11]([CH2:22][N:36]2[CH2:37][CH2:38][C:33]3([O:32][CH2:31][CH2:30][O:29]3)[CH2:34][CH2:35]2)=[CH:10][N:9]=1.